From a dataset of Forward reaction prediction with 1.9M reactions from USPTO patents (1976-2016). Predict the product of the given reaction. (1) Given the reactants [CH3:1][O:2][C:3]([CH:5]1[CH2:9][CH:8]([NH2:10])[CH2:7][N:6]1[C:11]([O:13][C:14]([CH3:17])([CH3:16])[CH3:15])=[O:12])=[O:4].[CH:18](=O)[C:19]1[CH:24]=[CH:23][CH:22]=[CH:21][CH:20]=1.[BH-](OC(C)=O)(OC(C)=O)OC(C)=O.[Na+], predict the reaction product. The product is: [CH3:1][O:2][C:3]([CH:5]1[CH2:9][CH:8]([NH:10][CH2:18][C:19]2[CH:24]=[CH:23][CH:22]=[CH:21][CH:20]=2)[CH2:7][N:6]1[C:11]([O:13][C:14]([CH3:17])([CH3:16])[CH3:15])=[O:12])=[O:4]. (2) Given the reactants [CH:1](=O)[C:2]1[CH:7]=[CH:6][CH:5]=[CH:4][CH:3]=1.[CH3:9][O:10][C:11]1[C:12]([NH2:17])=[CH:13][CH:14]=[CH:15][CH:16]=1.[C:18]1([O:24][Si](C)(C)C)[CH2:23][CH2:22][CH2:21][CH2:20][CH:19]=1, predict the reaction product. The product is: [C:2]1([CH:1]([NH:17][C:12]2[CH:13]=[CH:14][CH:15]=[CH:16][C:11]=2[O:10][CH3:9])[CH:19]2[CH2:20][CH2:21][CH2:22][CH2:23][C:18]2=[O:24])[CH:7]=[CH:6][CH:5]=[CH:4][CH:3]=1. (3) Given the reactants [Cl:1][C:2]1[C:3]([OH:13])=[CH:4][CH:5]=[C:6]2[C:11]=1[C:10](=[O:12])[NH:9][CH2:8][CH2:7]2.C1C=CC(N([S:21]([C:24]([F:27])([F:26])[F:25])(=[O:23])=[O:22])[S:21]([C:24]([F:27])([F:26])[F:25])(=[O:23])=[O:22])=CC=1.CCN(CC)CC, predict the reaction product. The product is: [F:25][C:24]([F:27])([F:26])[S:21]([O:13][C:3]1[C:2]([Cl:1])=[C:11]2[C:6]([CH2:7][CH2:8][NH:9][C:10]2=[O:12])=[CH:5][CH:4]=1)(=[O:23])=[O:22]. (4) Given the reactants S(=O)(=O)(O)O.[CH3:6][C:7](O)([CH3:15])[CH2:8][C:9]1[CH:14]=[CH:13][CH:12]=[CH:11][CH:10]=1.[C:17](#[N:19])[CH3:18], predict the reaction product. The product is: [CH3:18][C:17]1[C:14]2[C:9](=[CH:10][CH:11]=[CH:12][CH:13]=2)[CH2:8][C:7]([CH3:15])([CH3:6])[N:19]=1. (5) Given the reactants [CH2:1]([O:3][C:4](=[O:23])[CH2:5][N:6]1[CH:10]=[CH:9][N:8]=[C:7]1/[CH:11]=[CH:12]/[C:13]([O:15]CC1C=CC=CC=1)=[O:14])[CH3:2], predict the reaction product. The product is: [CH2:1]([O:3][C:4](=[O:23])[CH2:5][N:6]1[CH:10]=[CH:9][N:8]=[C:7]1[CH2:11][CH2:12][C:13]([OH:15])=[O:14])[CH3:2].